Dataset: Full USPTO retrosynthesis dataset with 1.9M reactions from patents (1976-2016). Task: Predict the reactants needed to synthesize the given product. (1) The reactants are: [Br:1][C:2]1[C:3]([O:22][CH3:23])=[C:4]([C:8]([NH:11][S:12]([C:15]2[CH:20]=[CH:19][CH:18]=[CH:17][C:16]=2F)(=[O:14])=[O:13])=[CH:9][CH:10]=1)[C:5]([OH:7])=[O:6].C(N(CC)CC)C.[CH3:31][N:32]([CH3:39])[CH2:33][C:34]([CH3:38])([CH3:37])[CH2:35][NH2:36]. Given the product [Br:1][C:2]1[C:3]([O:22][CH3:23])=[C:4]([C:8]([NH:11][S:12]([C:15]2[CH:20]=[CH:19][CH:18]=[CH:17][C:16]=2[NH:36][CH2:35][C:34]([CH3:38])([CH3:37])[CH2:33][N:32]([CH3:39])[CH3:31])(=[O:14])=[O:13])=[CH:9][CH:10]=1)[C:5]([OH:7])=[O:6], predict the reactants needed to synthesize it. (2) Given the product [C:1]([NH:5][C:6]1[CH:7]=[C:8]([NH:9][S:27]([C:19]2[CH:18]=[C:17]([O:16][CH3:15])[C:22]([O:23][CH3:24])=[C:21]([O:25][CH3:26])[CH:20]=2)(=[O:29])=[O:28])[CH:10]=[CH:11][C:12]=1[O:13][CH3:14])(=[O:4])[CH2:2][CH3:3], predict the reactants needed to synthesize it. The reactants are: [C:1]([NH:5][C:6]1[CH:7]=[C:8]([CH:10]=[CH:11][C:12]=1[O:13][CH3:14])[NH2:9])(=[O:4])[CH2:2][CH3:3].[CH3:15][O:16][C:17]1[CH:18]=[C:19]([S:27](O)(=[O:29])=[O:28])[CH:20]=[C:21]([O:25][CH3:26])[C:22]=1[O:23][CH3:24]. (3) Given the product [Cl:50][C:47]1[CH:46]=[CH:45][C:44]([CH2:43][NH:42][CH2:41][C@@H:40]([C@:23]23[CH2:35][C:34](=[O:36])[C:33]([CH:37]([CH3:38])[CH3:39])=[C:24]2[C@@H:25]2[C@@:20]([CH3:59])([CH2:21][CH2:22]3)[C@@:19]3([CH3:60])[C@@H:28]([C@:29]4([CH3:32])[C@@H:16]([CH2:17][CH2:18]3)[C:15]([CH3:61])([CH3:62])[C@@H:14]([O:13][C:11](=[O:12])[CH2:10][C:2]([CH3:1])([CH3:63])[C:3]([OH:5])=[O:4])[CH2:31][CH2:30]4)[CH2:27][CH2:26]2)[OH:58])=[CH:49][CH:48]=1, predict the reactants needed to synthesize it. The reactants are: [CH3:1][C:2]([CH3:63])([CH2:10][C:11]([O:13][C@H:14]1[CH2:31][CH2:30][C@@:29]2([CH3:32])[C@@H:16]([CH2:17][CH2:18][C@:19]3([CH3:60])[C@@H:28]2[CH2:27][CH2:26][C@H:25]2[C@@:20]3([CH3:59])[CH2:21][CH2:22][C@@:23]3([C@@H:40]([OH:58])[CH2:41][N:42](C(OC(C)(C)C)=O)[CH2:43][C:44]4[CH:49]=[CH:48][C:47]([Cl:50])=[CH:46][CH:45]=4)[CH2:35][C:34](=[O:36])[C:33]([CH:37]([CH3:39])[CH3:38])=[C:24]32)[C:15]1([CH3:62])[CH3:61])=[O:12])[C:3]([O:5]C(C)(C)C)=[O:4].C(O)(C(F)(F)F)=O. (4) Given the product [F:39][CH:37]([F:38])[O:36][C:33]1[CH:34]=[CH:35][C:30]([C:28](=[O:29])[C:27]([C:23]2[CH:24]=[CH:25][CH:26]=[C:21]([CH:19]3[CH2:18][C:17](=[O:2])[CH2:20]3)[CH:22]=2)=[O:40])=[CH:31][CH:32]=1, predict the reactants needed to synthesize it. The reactants are: I(C1C=CC=CC=1C(O)=O)(=O)=[O:2].COC(=O)C[CH:17]1[CH2:20][CH:19]([C:21]2[CH:26]=[CH:25][CH:24]=[C:23]([CH:27]([OH:40])[CH:28]([C:30]3[CH:35]=[CH:34][C:33]([O:36][CH:37]([F:39])[F:38])=[CH:32][CH:31]=3)[OH:29])[CH:22]=2)[CH2:18]1. (5) The reactants are: [CH3:1][C:2]1([CH3:18])[CH:7]2[CH2:8][CH:3]1[CH2:4][CH:5]=[C:6]2[C:9]1([CH3:17])[N:13]([CH3:14])[C:12](=[O:15])[NH:11][C:10]1=[O:16].Br[CH2:20][C:21]([C:23]1[CH:28]=[CH:27][CH:26]=[CH:25][CH:24]=1)=[O:22]. Given the product [CH3:1][C:2]1([CH3:18])[CH:7]2[CH2:8][CH:3]1[CH2:4][CH:5]=[C:6]2[C:9]1([CH3:17])[N:13]([CH3:14])[C:12](=[O:15])[N:11]([CH2:20][C:21](=[O:22])[C:23]2[CH:28]=[CH:27][CH:26]=[CH:25][CH:24]=2)[C:10]1=[O:16], predict the reactants needed to synthesize it. (6) Given the product [F:18][C:14]1[CH:13]=[C:12]([CH:11]([N:19]2[C:27]3[C:22](=[CH:23][CH:24]=[CH:25][CH:26]=3)[C:21]3([CH2:32][CH2:31][CH2:30][CH2:29][CH2:28]3)[C:20]2=[O:33])[CH2:10][CH2:9][OH:8])[CH:17]=[CH:16][CH:15]=1, predict the reactants needed to synthesize it. The reactants are: [Si]([O:8][CH2:9][CH2:10][CH:11]([N:19]1[C:27]2[C:22](=[CH:23][CH:24]=[CH:25][CH:26]=2)[C:21]2([CH2:32][CH2:31][CH2:30][CH2:29][CH2:28]2)[C:20]1=[O:33])[C:12]1[CH:17]=[CH:16][CH:15]=[C:14]([F:18])[CH:13]=1)(C(C)(C)C)(C)C.[F-].C([N+](CCCC)(CCCC)CCCC)CCC.